Task: Predict the reactants needed to synthesize the given product.. Dataset: Full USPTO retrosynthesis dataset with 1.9M reactions from patents (1976-2016) (1) Given the product [F:39][C:2]1([C:6]2[NH:7][C:8]([C:12]3[CH:13]=[C:14]([CH:29]=[CH:30][C:31]=3[CH3:32])[C:15]([N:17]3[CH2:20][CH:19]([C:21]4[CH:28]=[CH:27][C:24]([C:25]#[N:26])=[CH:23][CH:22]=4)[CH2:18]3)=[O:16])=[C:9]([CH3:11])[N:10]=2)[CH2:5][O:4][CH2:3]1, predict the reactants needed to synthesize it. The reactants are: O[C:2]1([C:6]2[NH:7][C:8]([C:12]3[CH:13]=[C:14]([CH:29]=[CH:30][C:31]=3[CH3:32])[C:15]([N:17]3[CH2:20][CH:19]([C:21]4[CH:28]=[CH:27][C:24]([C:25]#[N:26])=[CH:23][CH:22]=4)[CH2:18]3)=[O:16])=[C:9]([CH3:11])[N:10]=2)[CH2:5][O:4][CH2:3]1.CCN(S(F)(F)[F:39])CC. (2) Given the product [Br:16][C:3]1[CH:2]=[CH:15][C:6]2[C:7]([CH3:14])=[C:8]([CH2:10][CH2:11][CH2:12][Br:13])[S:9][C:5]=2[CH:4]=1, predict the reactants needed to synthesize it. The reactants are: Br[C:2]1[CH:3]=[CH:4][C:5]2[S:9][C:8]([CH2:10][CH2:11][CH2:12][Br:13])=[C:7]([CH3:14])[C:6]=2[CH:15]=1.[Br:16]C1C=CC2C(C)=C(CCCO)SC=2C=1.